This data is from Peptide-MHC class II binding affinity with 134,281 pairs from IEDB. The task is: Regression. Given a peptide amino acid sequence and an MHC pseudo amino acid sequence, predict their binding affinity value. This is MHC class II binding data. (1) The peptide sequence is APEVKYTVFETKLKK. The MHC is HLA-DQA10101-DQB10501 with pseudo-sequence HLA-DQA10101-DQB10501. The binding affinity (normalized) is 0.0668. (2) The peptide sequence is FTLGRDGHEKPMNVQ. The MHC is HLA-DQA10201-DQB10402 with pseudo-sequence HLA-DQA10201-DQB10402. The binding affinity (normalized) is 0. (3) The peptide sequence is DWSTRLRNDGNAI. The MHC is HLA-DQA10501-DQB10301 with pseudo-sequence HLA-DQA10501-DQB10301. The binding affinity (normalized) is 0.135. (4) The peptide sequence is LHTEFQSVTLTMQRL. The MHC is DRB1_0101 with pseudo-sequence DRB1_0101. The binding affinity (normalized) is 0.862. (5) The peptide sequence is LNTITNLKVQLIRMA. The MHC is DRB4_0103 with pseudo-sequence DRB4_0103. The binding affinity (normalized) is 0.872. (6) The peptide sequence is LLKLTVAVGLHFHEM. The MHC is HLA-DQA10201-DQB10303 with pseudo-sequence HLA-DQA10201-DQB10303. The binding affinity (normalized) is 0. (7) The peptide sequence is GELQIVDKIDAAWKI. The MHC is DRB5_0101 with pseudo-sequence DRB5_0101. The binding affinity (normalized) is 0.787. (8) The peptide sequence is LVSQALNSVANRS. The MHC is DRB1_1501 with pseudo-sequence DRB1_1501. The binding affinity (normalized) is 0.0399.